From a dataset of Reaction yield outcomes from USPTO patents with 853,638 reactions. Predict the reaction yield, written as a fraction of the theoretical maximum amount of product (1.0 means a 100% yield; for example, 0.34 means a 34% yield). (1) The reactants are [Br:1][C:2]1[CH:3]=[C:4]2[C:8](=[C:9]([C:11]([OH:13])=O)[CH:10]=1)[NH:7][CH:6]=[C:5]2[CH:14]([CH3:16])[CH3:15].[NH2:17][CH2:18][C:19]1[C:20](=[O:27])[NH:21][C:22]([CH3:26])=[CH:23][C:24]=1[CH3:25].C1C=NC2N(O)N=NC=2C=1.CN1CCOCC1.C(Cl)CCl. The catalyst is CN(C=O)C. The product is [Br:1][C:2]1[CH:3]=[C:4]2[C:8](=[C:9]([C:11]([NH:17][CH2:18][C:19]3[C:20](=[O:27])[NH:21][C:22]([CH3:26])=[CH:23][C:24]=3[CH3:25])=[O:13])[CH:10]=1)[NH:7][CH:6]=[C:5]2[CH:14]([CH3:16])[CH3:15]. The yield is 0.970. (2) The reactants are [Br:1]Br.[F:3][C:4]1[CH:9]=[C:8]([I:10])[CH:7]=[CH:6][C:5]=1[C:11](=[O:13])[CH3:12]. The catalyst is C(O)(=O)C. The product is [Br:1][CH2:12][C:11]([C:5]1[CH:6]=[CH:7][C:8]([I:10])=[CH:9][C:4]=1[F:3])=[O:13]. The yield is 0.990.